Dataset: Peptide-MHC class II binding affinity with 134,281 pairs from IEDB. Task: Regression. Given a peptide amino acid sequence and an MHC pseudo amino acid sequence, predict their binding affinity value. This is MHC class II binding data. (1) The peptide sequence is AAKVAATAANAAPAN. The MHC is DRB1_0401 with pseudo-sequence DRB1_0401. The binding affinity (normalized) is 0.245. (2) The peptide sequence is GFLNEDHWFSRENSYSG. The MHC is DRB5_0101 with pseudo-sequence DRB5_0101. The binding affinity (normalized) is 0.368. (3) The peptide sequence is RTEQKDFDGRSEFAY. The MHC is DRB1_0301 with pseudo-sequence DRB1_0301. The binding affinity (normalized) is 0.0758. (4) The peptide sequence is QYLIKHKSNNVITCG. The MHC is HLA-DPA10201-DPB10501 with pseudo-sequence HLA-DPA10201-DPB10501. The binding affinity (normalized) is 0. (5) The peptide sequence is SGIDTNAYYVMTVGT. The MHC is DRB1_0301 with pseudo-sequence DRB1_0301. The binding affinity (normalized) is 0.492. (6) The peptide sequence is TTEEQKLIEDINVGF. The MHC is DRB1_0901 with pseudo-sequence DRB1_0901. The binding affinity (normalized) is 0.139. (7) The peptide sequence is AAGVPPADKYRTFVA. The MHC is DRB3_0202 with pseudo-sequence DRB3_0202. The binding affinity (normalized) is 0.